From a dataset of Ames mutagenicity test results for genotoxicity prediction. Regression/Classification. Given a drug SMILES string, predict its toxicity properties. Task type varies by dataset: regression for continuous values (e.g., LD50, hERG inhibition percentage) or binary classification for toxic/non-toxic outcomes (e.g., AMES mutagenicity, cardiotoxicity, hepatotoxicity). Dataset: ames. (1) The compound is c1ccc2c3c4c(cc5ccccc5c4cc2c1)[C@@H]1O[C@H]31. The result is 1 (mutagenic). (2) The drug is O=C(O)c1ccccc1[N+](=O)[O-]. The result is 1 (mutagenic). (3) The molecule is N#CCC[C@](Br)(C#N)CBr. The result is 0 (non-mutagenic). (4) The result is 1 (mutagenic). The drug is CC(C)CCCC(C)C1CCC2C3CC(O)C4(O)CC(O)CCC4(C)C3CCC12C. (5) The drug is CCOc1ccccc1C(N)=O. The result is 0 (non-mutagenic). (6) The compound is c1ccc2cc3c4ccccc4c4ccccc4c3cc2c1. The result is 1 (mutagenic). (7) The molecule is O=C1CCC(=O)N1c1cc(Cl)c(Cl)c(Cl)c1. The result is 0 (non-mutagenic). (8) The result is 1 (mutagenic). The compound is Nc1ccc(N=Nc2ccccc2)c(N)c1. (9) The compound is CN(C)CCN(C)N=O. The result is 1 (mutagenic). (10) The molecule is O=[N+]([O-])c1cc([N+](=O)[O-])c2ccc3cccc4ccc1c2c43. The result is 1 (mutagenic).